This data is from Full USPTO retrosynthesis dataset with 1.9M reactions from patents (1976-2016). The task is: Predict the reactants needed to synthesize the given product. (1) Given the product [Br:1][C:2]1[CH:7]=[C:6]([NH:8][C:19]([NH:18][C:10](=[O:17])[C:11]2[CH:12]=[CH:13][CH:14]=[CH:15][CH:16]=2)=[S:20])[CH:5]=[C:4]([Br:9])[N:3]=1, predict the reactants needed to synthesize it. The reactants are: [Br:1][C:2]1[CH:7]=[C:6]([NH2:8])[CH:5]=[C:4]([Br:9])[N:3]=1.[C:10]([N:18]=[C:19]=[S:20])(=[O:17])[C:11]1[CH:16]=[CH:15][CH:14]=[CH:13][CH:12]=1. (2) Given the product [CH:23]([NH:30][C:31]([N:7]1[CH:6]([CH3:8])[CH2:5][N:4]([CH2:9][CH:10]2[CH2:15][CH2:14][N:13]([CH3:16])[CH2:12][CH2:11]2)[CH2:3][CH:2]1[CH3:1])=[O:32])([C:24]1[CH:25]=[CH:26][CH:27]=[CH:28][CH:29]=1)[C:17]1[CH:22]=[CH:21][CH:20]=[CH:19][CH:18]=1, predict the reactants needed to synthesize it. The reactants are: [CH3:1][CH:2]1[NH:7][CH:6]([CH3:8])[CH2:5][N:4]([CH2:9][CH:10]2[CH2:15][CH2:14][N:13]([CH3:16])[CH2:12][CH2:11]2)[CH2:3]1.[C:17]1([CH:23]([N:30]=[C:31]=[O:32])[C:24]2[CH:29]=[CH:28][CH:27]=[CH:26][CH:25]=2)[CH:22]=[CH:21][CH:20]=[CH:19][CH:18]=1.